This data is from Catalyst prediction with 721,799 reactions and 888 catalyst types from USPTO. The task is: Predict which catalyst facilitates the given reaction. (1) Reactant: [F:1][C:2]1[CH:3]=[C:4]2[C:11](=[CH:12][CH:13]=1)[C:7]([CH2:8][CH2:9][NH2:10])=[CH:6][NH:5]2.Cl.[C:15](OCC)(=O)C.Cl.[OH-].[Na+]. Product: [F:1][C:2]1[CH:3]=[C:4]2[C:11]([C:7]3[CH2:8][CH2:9][NH:10][CH2:15][C:6]=3[NH:5]2)=[CH:12][CH:13]=1. The catalyst class is: 30. (2) Reactant: [CH:1]1([N:6]2[CH2:12][C:11]([F:14])([F:13])[C:10](=[O:15])[N:9]([CH3:16])[C:8]3[CH:17]=[N:18][C:19]([NH:21][C:22]4[CH:30]=[CH:29][C:25]([C:26](O)=[O:27])=[CH:24][C:23]=4[CH2:31][CH3:32])=[N:20][C:7]2=3)[CH2:5][CH2:4][CH2:3][CH2:2]1.O[N:34]1[C:38]2C=CC=CC=2N=N1.F[P-](F)(F)(F)(F)F.CN(C(N(C)C)=[N+]1C2C=CC=CC=2[N+]([O-])=N1)C.[CH:67]([N:70]([CH:73]([CH3:75])C)[CH2:71]C)(C)C.CN(C)CCN. Product: [CH:1]1([N:6]2[CH2:12][C:11]([F:13])([F:14])[C:10](=[O:15])[N:9]([CH3:16])[C:8]3[CH:17]=[N:18][C:19]([NH:21][C:22]4[CH:30]=[CH:29][C:25]([C:26]([NH:34][CH2:38][CH2:75][CH2:73][N:70]([CH3:67])[CH3:71])=[O:27])=[CH:24][C:23]=4[CH2:31][CH3:32])=[N:20][C:7]2=3)[CH2:5][CH2:4][CH2:3][CH2:2]1. The catalyst class is: 9. (3) Reactant: [CH3:1][C:2]([NH2:5])([CH3:4])[CH3:3].CCN(CC)CC.[Br:13][C:14]1[CH:15]=[CH:16][C:17]([CH3:24])=[C:18]([S:20](Cl)(=[O:22])=[O:21])[CH:19]=1. Product: [Br:13][C:14]1[CH:15]=[CH:16][C:17]([CH3:24])=[C:18]([S:20]([NH:5][C:2]([CH3:4])([CH3:3])[CH3:1])(=[O:22])=[O:21])[CH:19]=1. The catalyst class is: 4. (4) Reactant: IC1C=CC=CC=1S([O-])(=O)=O.[Na+].OOS([O-])=O.[K+].[CH3:19][CH2:20][CH2:21][CH2:22][CH:23]([OH:28])[CH2:24][CH2:25][CH2:26][CH3:27]. Product: [CH3:19][CH2:20][CH2:21][CH2:22][C:23](=[O:28])[CH2:24][CH2:25][CH2:26][CH3:27]. The catalyst class is: 10. (5) Reactant: IC.[Cl:3][C:4]1[N:9]=[C:8]([NH:10][CH:11]2[CH2:16][CH2:15][NH:14][CH2:13][CH2:12]2)C(N)=[CH:6][N:5]=1.[H-].[Na+].O.[C:21]1([CH3:31])[CH:26]=[CH:25][C:24]([S:27]([OH:30])(=[O:29])=[O:28])=[CH:23][CH:22]=1.C[C:33]([N:35]([CH3:37])[CH3:36])=[O:34]. Product: [CH3:31][C:21]1[CH:22]=[CH:23][C:24]([S:27]([OH:30])(=[O:29])=[O:28])=[CH:25][CH:26]=1.[Cl:3][C:4]1[N:9]=[C:8]2[C:36]([N:35]([CH3:37])[C:33](=[O:34])[N:10]2[CH:11]2[CH2:12][CH2:13][NH:14][CH2:15][CH2:16]2)=[CH:6][N:5]=1. The catalyst class is: 165.